This data is from Forward reaction prediction with 1.9M reactions from USPTO patents (1976-2016). The task is: Predict the product of the given reaction. Given the reactants [OH:1][C:2]1[CH:24]=[CH:23][CH:22]=[C:21]([N+:25]([O-])=O)[C:3]=1[NH:4][C:5](=[O:20])[C:6]1[CH:11]=[CH:10][C:9]([N:12]2[CH2:18][CH2:17][CH2:16][N:15]([CH3:19])[CH2:14][CH2:13]2)=[CH:8][CH:7]=1.[H][H], predict the reaction product. The product is: [NH2:25][C:21]1[CH:22]=[CH:23][CH:24]=[C:2]([OH:1])[C:3]=1[NH:4][C:5](=[O:20])[C:6]1[CH:7]=[CH:8][C:9]([N:12]2[CH2:18][CH2:17][CH2:16][N:15]([CH3:19])[CH2:14][CH2:13]2)=[CH:10][CH:11]=1.